From a dataset of Reaction yield outcomes from USPTO patents with 853,638 reactions. Predict the reaction yield, written as a fraction of the theoretical maximum amount of product (1.0 means a 100% yield; for example, 0.34 means a 34% yield). (1) The reactants are O[C:2]1([CH3:22])[CH2:8][O:7][C:6]2[CH:9]=[CH:10][C:11]([I:13])=[CH:12][C:5]=2[N:4]2[N:14]=[C:15]([C:17]([O:19][CH2:20][CH3:21])=[O:18])[CH:16]=[C:3]12.C([SiH](CC)CC)C.B(F)(F)F. The catalyst is ClCCl. The product is [I:13][C:11]1[CH:10]=[CH:9][C:6]2[O:7][CH2:8][CH:2]([CH3:22])[C:3]3[N:4]([N:14]=[C:15]([C:17]([O:19][CH2:20][CH3:21])=[O:18])[CH:16]=3)[C:5]=2[CH:12]=1. The yield is 0.170. (2) The reactants are C(OC(=O)[NH:7][CH:8]([CH2:13][C:14]1[CH:19]=[CH:18][C:17]([N+:20]([O-:22])=[O:21])=[CH:16][CH:15]=1)[C:9](=O)[CH2:10][Br:11])(C)(C)C.[C:24](=[S:32])([NH2:31])[C:25]1[CH:30]=[CH:29][CH:28]=[CH:27][CH:26]=1.C(OCC)C. The catalyst is CC#N. The product is [BrH:11].[N+:20]([C:17]1[CH:16]=[CH:15][C:14]([CH2:13][C@@H:8]([C:9]2[N:31]=[C:24]([C:25]3[CH:30]=[CH:29][CH:28]=[CH:27][CH:26]=3)[S:32][CH:10]=2)[NH2:7])=[CH:19][CH:18]=1)([O-:22])=[O:21]. The yield is 0.630. (3) The reactants are Br[CH2:2][C:3]1[C:7]([Cl:8])=[CH:6][N:5]([CH3:9])[N:4]=1.[CH3:10][C:11]1[N:16]=[C:15]([SH:17])[N:14]=[C:13]([OH:18])[CH:12]=1.C(N(CC)CC)C. The catalyst is C(O)C. The product is [Cl:8][C:7]1[C:3]([CH2:2][S:17][C:15]2[N:14]=[C:13]([OH:18])[CH:12]=[C:11]([CH3:10])[N:16]=2)=[N:4][N:5]([CH3:9])[CH:6]=1. The yield is 0.490. (4) The reactants are N12CCCN=C1CCCCC2.Cl.[NH2:13][CH2:14][C:15]1[CH:23]=[CH:22][CH:21]=[C:20]2[C:16]=1[C:17](=[O:33])[N:18]([CH:25]1[CH2:30][CH2:29][C:28](=[O:31])[NH:27][C:26]1=[O:32])[C:19]2=[O:24].Cl.[N:35]1[CH:40]=[CH:39][CH:38]=[CH:37][C:36]=1[C:41](Cl)=[O:42]. The catalyst is CC#N. The product is [O:32]=[C:26]1[CH:25]([N:18]2[C:17](=[O:33])[C:16]3[C:20](=[CH:21][CH:22]=[CH:23][C:15]=3[CH2:14][NH:13][C:41]([C:36]3[CH:37]=[CH:38][CH:39]=[CH:40][N:35]=3)=[O:42])[C:19]2=[O:24])[CH2:30][CH2:29][C:28](=[O:31])[NH:27]1. The yield is 0.550. (5) The catalyst is CN(C=O)C.O. The product is [CH2:1]([N:8]1[C:16]2[CH:15]=[CH:14][C:13]([Cl:18])=[C:12]([NH2:17])[C:11]=2[CH:10]=[N:9]1)[C:2]1[CH:3]=[CH:4][CH:5]=[CH:6][CH:7]=1. The yield is 0.380. The reactants are [CH2:1]([N:8]1[C:16]2[CH:15]=[CH:14][CH:13]=[C:12]([NH2:17])[C:11]=2[CH:10]=[N:9]1)[C:2]1[CH:7]=[CH:6][CH:5]=[CH:4][CH:3]=1.[Cl:18]N1C(=O)CCC1=O.